This data is from Catalyst prediction with 721,799 reactions and 888 catalyst types from USPTO. The task is: Predict which catalyst facilitates the given reaction. Reactant: Cl[C:2]1[C:7]([O:8][CH2:9][CH2:10][O:11]C2CCCCO2)=[CH:6][CH:5]=[CH:4][N:3]=1.[CH3:18][N:19]([CH3:24])[CH2:20][CH2:21][CH2:22][OH:23].CC(C)([O-])C.[K+].C(O)(C)(C)C. Product: [CH3:18][N:19]([CH3:24])[CH2:20][CH2:21][CH2:22][O:23][C:2]1[C:7]([O:8][CH2:9][CH2:10][OH:11])=[CH:6][CH:5]=[CH:4][N:3]=1. The catalyst class is: 11.